This data is from Forward reaction prediction with 1.9M reactions from USPTO patents (1976-2016). The task is: Predict the product of the given reaction. Given the reactants [F:1][C:2]1([F:33])[CH2:8][N:7]([CH:9]2[CH2:13][CH2:12][C@@H:11]([CH3:14])[CH2:10]2)[C:6]2[N:15]=[C:16]([NH:19][C:20]3[CH:28]=[CH:27][C:23]([C:24]([OH:26])=O)=[CH:22][C:21]=3[O:29][CH3:30])[N:17]=[CH:18][C:5]=2[N:4]([CH3:31])[C:3]1=[O:32].[CH3:34][N:35]1[CH2:40][CH2:39][CH:38]([NH2:41])[CH2:37][CH2:36]1.CCN(C(C)C)C(C)C.CN(C(ON1N=NC2C=CC=NC1=2)=[N+](C)C)C.F[P-](F)(F)(F)(F)F, predict the reaction product. The product is: [F:33][C:2]1([F:1])[CH2:8][N:7]([CH:9]2[CH2:13][CH2:12][C@@H:11]([CH3:14])[CH2:10]2)[C:6]2[N:15]=[C:16]([NH:19][C:20]3[CH:28]=[CH:27][C:23]([C:24]([NH:41][CH:38]4[CH2:39][CH2:40][N:35]([CH3:34])[CH2:36][CH2:37]4)=[O:26])=[CH:22][C:21]=3[O:29][CH3:30])[N:17]=[CH:18][C:5]=2[N:4]([CH3:31])[C:3]1=[O:32].